Dataset: Catalyst prediction with 721,799 reactions and 888 catalyst types from USPTO. Task: Predict which catalyst facilitates the given reaction. (1) Reactant: O[C:2]1([C:20]2[CH:25]=[CH:24][CH:23]=[CH:22][CH:21]=2)[CH2:19][CH:5]2[CH2:6][N:7]([C:9]([O:11][CH2:12][C:13]3[CH:18]=[CH:17][CH:16]=[CH:15][CH:14]=3)=[O:10])[CH2:8][CH:4]2[CH2:3]1.FC(F)(F)C(O)=O.C([SiH](CC)CC)C. Product: [C:20]1([C:2]2[CH2:19][CH:5]3[CH2:6][N:7]([C:9]([O:11][CH2:12][C:13]4[CH:18]=[CH:17][CH:16]=[CH:15][CH:14]=4)=[O:10])[CH2:8][CH:4]3[CH:3]=2)[CH:21]=[CH:22][CH:23]=[CH:24][CH:25]=1. The catalyst class is: 4. (2) Reactant: CC1C=C(C)C=C(C)C=1S([O-])(=O)=O.[NH2:14][N:15]1[C:20]([CH3:21])=[CH:19][N:18]=[C:17]([CH3:22])[C:16]1=[NH2+:23].[OH-].[Na+].[Cl:26][CH2:27][C:28](OC)=O. Product: [Cl:26][CH2:27][C:28]1[N:23]=[C:16]2[C:17]([CH3:22])=[N:18][CH:19]=[C:20]([CH3:21])[N:15]2[N:14]=1. The catalyst class is: 8. (3) Reactant: [OH:1][C:2]1[CH:7]=[CH:6][CH:5]=[CH:4][C:3]=1[NH:8][C:9](=[O:16])[C:10]1[CH:15]=[CH:14][CH:13]=[CH:12][CH:11]=1.C(=O)([O-])[O-].[Cs+].[Cs+].[CH2:23]([CH:25]1[O:27][CH2:26]1)Br. Product: [O:27]1[CH2:26][CH:25]1[CH2:23][O:1][C:2]1[CH:7]=[CH:6][CH:5]=[CH:4][C:3]=1[NH:8][C:9](=[O:16])[C:10]1[CH:15]=[CH:14][CH:13]=[CH:12][CH:11]=1. The catalyst class is: 10. (4) Reactant: [N:1]1([CH2:6][C:7]2[CH:12]=[CH:11][CH:10]=[C:9]([NH:13]C(OC(C)(C)C)=O)[CH:8]=2)[CH:5]=[CH:4][N:3]=[CH:2]1.OS(O)(=O)=O. Product: [N:1]1([CH2:6][C:7]2[CH:12]=[CH:11][CH:10]=[C:9]([NH2:13])[CH:8]=2)[CH:5]=[CH:4][N:3]=[CH:2]1. The catalyst class is: 71. (5) Reactant: [F:1][C:2]1[CH:3]=[C:4]2[C:9](=[CH:10][CH:11]=1)[N:8]=[C:7]([CH:12]=[CH:13][C:14]1[O:15][C:16]([N+:19]([O-:21])=[O:20])=[CH:17][CH:18]=1)[NH:6][C:5]2=O.P(Cl)(Cl)(Cl)(Cl)[Cl:24].P(Cl)(Cl)(Cl)=O. Product: [Cl:24][C:5]1[C:4]2[C:9](=[CH:10][CH:11]=[C:2]([F:1])[CH:3]=2)[N:8]=[C:7]([CH:12]=[CH:13][C:14]2[O:15][C:16]([N+:19]([O-:21])=[O:20])=[CH:17][CH:18]=2)[N:6]=1. The catalyst class is: 28. (6) Product: [F:37][C:11]([F:10])([F:38])[C:12]1[CH:13]=[N:14][N:15]([C:17]2[CH:22]=[CH:21][C:20]([NH:23][CH:24]([C:28]3[CH:29]=[CH:30][C:31]([C:32]([NH:2][CH2:3][CH2:4][C:5]([O:7][CH2:8][CH3:9])=[O:6])=[O:33])=[CH:35][CH:36]=3)[CH2:25][CH2:26][CH3:27])=[CH:19][CH:18]=2)[CH:16]=1. The catalyst class is: 7. Reactant: Cl.[NH2:2][CH2:3][CH2:4][C:5]([O:7][CH2:8][CH3:9])=[O:6].[F:10][C:11]([F:38])([F:37])[C:12]1[CH:13]=[N:14][N:15]([C:17]2[CH:22]=[CH:21][C:20]([NH:23][CH:24]([C:28]3[CH:36]=[CH:35][C:31]([C:32](O)=[O:33])=[CH:30][CH:29]=3)[CH2:25][CH2:26][CH3:27])=[CH:19][CH:18]=2)[CH:16]=1.O.ON1C2C=CC=CC=2N=N1.C(N(CC)C(C)C)(C)C.C(N=C=NCCCN(C)C)C. (7) Reactant: [C:1]1([C:7]([C:9]2[CH:10]=[N:11][C:12]3[C:17]([C:18]=2[C:19]2[CH:24]=[CH:23][CH:22]=[CH:21][CH:20]=2)=[CH:16][CH:15]=[CH:14][C:13]=3[C:25]([F:28])([F:27])[F:26])=[O:8])[CH:6]=[CH:5][CH:4]=[CH:3][CH:2]=1.[CH3:29][O:30]C(OC)OC.[C:36]1(C)C=CC(S(O)(=O)=O)=CC=1.C([O-])([O-])[O-].C[O-].[Na+]. Product: [CH3:36][O:8][C:7]([O:30][CH3:29])([C:1]1[CH:6]=[CH:5][CH:4]=[CH:3][CH:2]=1)[C:9]1[CH:10]=[N:11][C:12]2[C:17]([C:18]=1[C:19]1[CH:20]=[CH:21][CH:22]=[CH:23][CH:24]=1)=[CH:16][CH:15]=[CH:14][C:13]=2[C:25]([F:28])([F:26])[F:27]. The catalyst class is: 5.